From a dataset of Reaction yield outcomes from USPTO patents with 853,638 reactions. Predict the reaction yield, written as a fraction of the theoretical maximum amount of product (1.0 means a 100% yield; for example, 0.34 means a 34% yield). (1) The reactants are [OH:1][CH:2]([CH:4]1[CH2:9][CH2:8][N:7]([C:10]([O:12][C:13]([CH3:16])([CH3:15])[CH3:14])=[O:11])[CH2:6][CH2:5]1)[CH3:3].[CH3:17][S:18](Cl)(=[O:20])=[O:19].CCN(CC)CC. No catalyst specified. The product is [CH3:17][S:18]([O:1][CH:2]([CH:4]1[CH2:5][CH2:6][N:7]([C:10]([O:12][C:13]([CH3:15])([CH3:14])[CH3:16])=[O:11])[CH2:8][CH2:9]1)[CH3:3])(=[O:20])=[O:19]. The yield is 0.490. (2) The reactants are [F:1][C:2]1[CH:3]=[C:4]([C:12]([C:22]2[CH:27]=[CH:26][C:25]([F:28])=[CH:24][N:23]=2)([CH2:15][C:16]2[CH:21]=[CH:20][CH:19]=[CH:18][CH:17]=2)[C:13]#[N:14])[CH:5]=[C:6]([C:8]([F:11])([F:10])[F:9])[CH:7]=1.[BH4-].[Na+]. The catalyst is CO.C(Cl)Cl. The product is [F:1][C:2]1[CH:3]=[C:4]([C:12]([C:22]2[CH:27]=[CH:26][C:25]([F:28])=[CH:24][N:23]=2)([CH2:15][C:16]2[CH:21]=[CH:20][CH:19]=[CH:18][CH:17]=2)[CH2:13][NH2:14])[CH:5]=[C:6]([C:8]([F:11])([F:10])[F:9])[CH:7]=1. The yield is 0.600. (3) The reactants are [NH2:1][C:2]1[CH:3]=[C:4]([CH:8]=[CH:9][C:10]=1[OH:11])[C:5]([OH:7])=[O:6].[CH:12](OCC)(OCC)OCC. No catalyst specified. The product is [O:11]1[C:10]2[CH:9]=[CH:8][C:4]([C:5]([OH:7])=[O:6])=[CH:3][C:2]=2[N:1]=[CH:12]1. The yield is 0.920. (4) The reactants are [CH:1]1([C:4]2[C:5]([N:24]([C:29]3[CH:34]=[C:33]([F:35])[C:32]([N+:36]([O-])=O)=[C:31]([F:39])[CH:30]=3)[S:25]([CH3:28])(=[O:27])=[O:26])=[CH:6][C:7]3[O:11][C:10]([C:12]4[CH:17]=[CH:16][C:15]([F:18])=[CH:14][CH:13]=4)=[C:9]([C:19]([NH:21][CH3:22])=[O:20])[C:8]=3[CH:23]=2)[CH2:3][CH2:2]1.[Sn](Cl)Cl. The catalyst is CCOC(C)=O.C(O)C.O. The product is [NH2:36][C:32]1[C:31]([F:39])=[CH:30][C:29]([N:24]([C:5]2[C:4]([CH:1]3[CH2:3][CH2:2]3)=[CH:23][C:8]3[C:9]([C:19]([NH:21][CH3:22])=[O:20])=[C:10]([C:12]4[CH:17]=[CH:16][C:15]([F:18])=[CH:14][CH:13]=4)[O:11][C:7]=3[CH:6]=2)[S:25]([CH3:28])(=[O:27])=[O:26])=[CH:34][C:33]=1[F:35]. The yield is 0.550. (5) The reactants are [CH3:1][C:2]1[CH:7]=[CH:6][C:5]([C:8](=[O:10])[CH3:9])=[CH:4][CH:3]=1.C[O-].[Na+].[F:14][C:15]([F:22])([F:21])[C:16](OCC)=[O:17]. The catalyst is CO. The product is [CH3:1][C:2]1[CH:7]=[CH:6][C:5]([C:8](=[O:10])[CH2:9][C:16](=[O:17])[C:15]([F:22])([F:21])[F:14])=[CH:4][CH:3]=1. The yield is 0.940. (6) The reactants are [NH:1]1[CH2:6][CH2:5][O:4][CH2:3][CH2:2]1.CCN=C=NCCCN(C)C.C1C=CC2N(O)N=NC=2C=1.[NH2:28][C:29]1[CH:37]=[CH:36][C:32]([C:33](O)=[O:34])=[CH:31][N:30]=1. The product is [NH2:28][C:29]1[N:30]=[CH:31][C:32]([C:33]([N:1]2[CH2:6][CH2:5][O:4][CH2:3][CH2:2]2)=[O:34])=[CH:36][CH:37]=1. The yield is 0.300. The catalyst is CCO. (7) The reactants are C(=O)([O-])[O-].[K+].[K+].[NH2:7][C:8]1[C:13]2[C:14](=[O:29])[N:15]([C:20]3[CH:21]=[CH:22][C:23]([OH:28])=[C:24]([CH:27]=3)[C:25]#[N:26])[CH2:16][C@@H:17]([CH3:19])[O:18][C:12]=2[N:11]=[CH:10][N:9]=1.[F:30][C:31]([F:50])([F:49])[S:32](N(C1C=CC=CC=1)[S:32]([C:31]([F:50])([F:49])[F:30])(=[O:34])=[O:33])(=[O:34])=[O:33]. The catalyst is C1COCC1. The product is [F:30][C:31]([F:50])([F:49])[S:32]([O:28][C:23]1[CH:22]=[CH:21][C:20]([N:15]2[C:14](=[O:29])[C:13]3[C:8]([NH2:7])=[N:9][CH:10]=[N:11][C:12]=3[O:18][C@H:17]([CH3:19])[CH2:16]2)=[CH:27][C:24]=1[C:25]#[N:26])(=[O:34])=[O:33]. The yield is 0.810. (8) The catalyst is O1CCCC1. The product is [CH3:24][O:25][CH2:26][O:27][C:28]1[C:32](/[CH:33]=[CH:13]/[C:3]2[N:4]=[C:5]([N:7]3[CH2:8][CH2:9][O:10][CH2:11][CH2:12]3)[S:6][C:2]=2[CH3:1])=[CH:31][N:30]([C:35]2[CH:40]=[CH:39][CH:38]=[CH:37][CH:36]=2)[N:29]=1. The yield is 0.540. The reactants are [CH3:1][C:2]1[S:6][C:5]([N:7]2[CH2:12][CH2:11][O:10][CH2:9][CH2:8]2)=[N:4][C:3]=1[CH2:13]P(=O)(OCC)OCC.[H-].[Na+].[CH3:24][O:25][CH2:26][O:27][C:28]1[C:32]([CH:33]=O)=[CH:31][N:30]([C:35]2[CH:40]=[CH:39][CH:38]=[CH:37][CH:36]=2)[N:29]=1.O. (9) The reactants are [C:1]([N:20]1[CH2:34][CH2:33][CH:32]([OH:35])[C@H:21]1[C:22]([O:24][CH2:25][C:26]1[CH:31]=[CH:30][CH:29]=[CH:28][CH:27]=1)=[O:23])([C:14]1[CH:19]=[CH:18][CH:17]=[CH:16][CH:15]=1)([C:8]1[CH:13]=[CH:12][CH:11]=[CH:10][CH:9]=1)[C:2]1[CH:7]=[CH:6][CH:5]=[CH:4][CH:3]=1.C[N+]1([O-])CCOCC1. The catalyst is C(Cl)Cl.[Ru]([O-])(=O)(=O)=O.C([N+](CCC)(CCC)CCC)CC. The product is [C:1]([N:20]1[CH2:34][CH2:33][C:32](=[O:35])[C@H:21]1[C:22]([O:24][CH2:25][C:26]1[CH:27]=[CH:28][CH:29]=[CH:30][CH:31]=1)=[O:23])([C:8]1[CH:13]=[CH:12][CH:11]=[CH:10][CH:9]=1)([C:2]1[CH:3]=[CH:4][CH:5]=[CH:6][CH:7]=1)[C:14]1[CH:19]=[CH:18][CH:17]=[CH:16][CH:15]=1. The yield is 0.740.